From a dataset of Full USPTO retrosynthesis dataset with 1.9M reactions from patents (1976-2016). Predict the reactants needed to synthesize the given product. (1) The reactants are: [CH3:1][C:2]1[CH:3]=[CH:4][C:5]([OH:24])=[C:6]([C@@H:8]([C:18]2[CH:19]=[CH:20][CH:21]=[CH:22][CH:23]=2)[CH2:9][CH2:10][N:11]([CH:15]([CH3:17])[CH3:16])[CH:12]([CH3:14])[CH3:13])[CH:7]=1.[OH:25][C:26]1[C:35]2[C:30](=[CH:31][CH:32]=[CH:33][CH:34]=2)[CH:29]=[CH:28][C:27]=1[C:36]([OH:38])=[O:37]. Given the product [CH3:1][C:2]1[CH:3]=[CH:4][C:5]([OH:24])=[C:6]([C@@H:8]([C:18]2[CH:19]=[CH:20][CH:21]=[CH:22][CH:23]=2)[CH2:9][CH2:10][N:11]([CH:12]([CH3:14])[CH3:13])[CH:15]([CH3:16])[CH3:17])[CH:7]=1.[OH:25][C:26]1[C:35]2[C:30](=[CH:31][CH:32]=[CH:33][CH:34]=2)[CH:29]=[CH:28][C:27]=1[C:36]([O-:38])=[O:37], predict the reactants needed to synthesize it. (2) Given the product [CH3:23][O:22][C@:12]1([C@@H:24]2[CH2:28][S:27][C:26](=[O:29])[N:25]2[CH2:30][C:31]2[CH:36]=[CH:35][C:34]([O:37][CH3:38])=[CH:33][CH:32]=2)[CH2:11][C@H:10]([O:9][C:44](=[O:43])/[CH:45]=[C:40](/[CH3:5])\[CH2:41][CH2:42][CH:53]=[CH2:57])[CH2:15][C@@H:14]([CH2:16][CH2:17][C@H:18]([CH3:21])[CH:19]=[CH2:20])[O:13]1, predict the reactants needed to synthesize it. The reactants are: [O-]S([C:5](F)(F)F)(=O)=O.[OH:9][C@H:10]1[CH2:15][C@@H:14]([CH2:16][CH2:17][C@H:18]([CH3:21])[CH:19]=[CH2:20])[O:13][C@:12]([C@@H:24]2[CH2:28][S:27][C:26](=[O:29])[N:25]2[CH2:30][C:31]2[CH:36]=[CH:35][C:34]([O:37][CH3:38])=[CH:33][CH:32]=2)([O:22][CH3:23])[CH2:11]1.O[C@H:40]1[CH2:45][C@@H:44](CCCC=C)[O:43][C@:42]([C@@H:53]2[CH2:57]SC(=O)N2CC2C=CC(OC)=CC=2)(OC)[CH2:41]1.